This data is from Full USPTO retrosynthesis dataset with 1.9M reactions from patents (1976-2016). The task is: Predict the reactants needed to synthesize the given product. (1) Given the product [CH:1]([O:4][C:5]([N:7]1[CH2:8][CH2:9][CH:10]([O:13][C:14]2[C:19]([O:20][CH3:21])=[C:18]([N:22]([C:23]3[C:24]([CH3:30])=[N:25][C:26]([Br:29])=[CH:27][CH:28]=3)[C:36]([O:35][C:32]([CH3:34])([CH3:33])[CH3:31])=[O:37])[N:17]=[CH:16][N:15]=2)[CH2:11][CH2:12]1)=[O:6])([CH3:3])[CH3:2], predict the reactants needed to synthesize it. The reactants are: [CH:1]([O:4][C:5]([N:7]1[CH2:12][CH2:11][CH:10]([O:13][C:14]2[C:19]([O:20][CH3:21])=[C:18]([NH:22][C:23]3[C:24]([CH3:30])=[N:25][C:26]([Br:29])=[CH:27][CH:28]=3)[N:17]=[CH:16][N:15]=2)[CH2:9][CH2:8]1)=[O:6])([CH3:3])[CH3:2].[CH3:31][C:32]([O:35][C:36](O[C:36]([O:35][C:32]([CH3:34])([CH3:33])[CH3:31])=[O:37])=[O:37])([CH3:34])[CH3:33]. (2) Given the product [CH2:24]([CH:26]([CH2:29][CH3:30])[CH2:27][NH:28][C:19](=[O:21])[C:18]1[CH:22]=[CH:23][C:15]([O:14][CH2:13][C:3]2[C:4]([C:7]3[CH:8]=[CH:9][CH:10]=[CH:11][CH:12]=3)=[N:5][O:6][C:2]=2[CH3:1])=[N:16][CH:17]=1)[CH3:25], predict the reactants needed to synthesize it. The reactants are: [CH3:1][C:2]1[O:6][N:5]=[C:4]([C:7]2[CH:12]=[CH:11][CH:10]=[CH:9][CH:8]=2)[C:3]=1[CH2:13][O:14][C:15]1[CH:23]=[CH:22][C:18]([C:19]([OH:21])=O)=[CH:17][N:16]=1.[CH2:24]([CH:26]([CH2:29][CH3:30])[CH2:27][NH2:28])[CH3:25]. (3) Given the product [CH2:13]([N:20]1[CH2:25][CH2:24][C:23]([N:10]2[CH2:9][CH2:8][N:7]([C:4]3[CH:5]=[CH:6][N:1]=[CH:2][CH:3]=3)[CH2:12][CH2:11]2)([C:27]#[N:28])[CH2:22][CH2:21]1)[C:14]1[CH:19]=[CH:18][CH:17]=[CH:16][CH:15]=1, predict the reactants needed to synthesize it. The reactants are: [N:1]1[CH:6]=[CH:5][C:4]([N:7]2[CH2:12][CH2:11][NH:10][CH2:9][CH2:8]2)=[CH:3][CH:2]=1.[CH2:13]([N:20]1[CH2:25][CH2:24][CH2:23][CH2:22][C:21]1=O)[C:14]1[CH:19]=[CH:18][CH:17]=[CH:16][CH:15]=1.[C-:27]#[N:28].[K+].CC(O)=O. (4) Given the product [F:46][C:47]1[CH:52]=[C:51]([F:53])[CH:50]=[CH:49][C:48]=1[NH:54][C:55]([NH:3][CH2:4][CH2:5][C:6]1[CH:7]=[CH:8][C:9]([O:10][C:11]2[CH:12]=[CH:13][C:14]3[N:18]=[C:17]([CH2:19][O:20][C:21]4[CH:34]=[CH:33][C:24]([CH2:25][CH:26]5[S:30][C:29](=[O:31])[NH:28][C:27]5=[O:32])=[CH:23][CH:22]=4)[N:16]([CH3:35])[C:15]=3[CH:36]=2)=[CH:37][CH:38]=1)=[O:56], predict the reactants needed to synthesize it. The reactants are: Cl.Cl.[NH2:3][CH2:4][CH2:5][C:6]1[CH:38]=[CH:37][C:9]([O:10][C:11]2[CH:12]=[CH:13][C:14]3[N:18]=[C:17]([CH2:19][O:20][C:21]4[CH:34]=[CH:33][C:24]([CH2:25][CH:26]5[S:30][C:29](=[O:31])[NH:28][C:27]5=[O:32])=[CH:23][CH:22]=4)[N:16]([CH3:35])[C:15]=3[CH:36]=2)=[CH:8][CH:7]=1.C(N(CC)CC)C.[F:46][C:47]1[CH:52]=[C:51]([F:53])[CH:50]=[CH:49][C:48]=1[N:54]=[C:55]=[O:56]. (5) Given the product [CH:60]1([NH:66][C:20](=[O:21])[CH2:19][S:18][C:4]2[N:3]([C:23]3[CH:28]=[CH:27][CH:26]=[CH:25][CH:24]=3)[C:2](=[O:1])[C:7]3[N:8]([CH2:15][CH2:16][CH3:17])[C:9]4[CH:10]=[CH:11][CH:12]=[CH:13][C:14]=4[C:6]=3[N:5]=2)[CH2:65][CH2:64][CH2:63][CH2:62][CH2:61]1, predict the reactants needed to synthesize it. The reactants are: [O:1]=[C:2]1[C:7]2[N:8]([CH2:15][CH2:16][CH3:17])[C:9]3[CH:10]=[CH:11][CH:12]=[CH:13][C:14]=3[C:6]=2[N:5]=[C:4]([S:18][CH2:19][C:20](O)=[O:21])[N:3]1[C:23]1[CH:28]=[CH:27][CH:26]=[CH:25][CH:24]=1.CN(C(ON1N=NC2C=CC=NC1=2)=[N+](C)C)C.F[P-](F)(F)(F)(F)F.C(N(CC)CC)C.[CH:60]1([NH2:66])[CH2:65][CH2:64][CH2:63][CH2:62][CH2:61]1.